Dataset: Catalyst prediction with 721,799 reactions and 888 catalyst types from USPTO. Task: Predict which catalyst facilitates the given reaction. (1) Reactant: [NH2:1][C:2]1[CH:10]=[CH:9][C:8]([I:11])=[CH:7][C:3]=1[C:4](O)=[O:5].C(O)(=O)C.[CH:16](N)=[NH:17]. Product: [I:11][C:8]1[CH:7]=[C:3]2[C:2](=[CH:10][CH:9]=1)[N:1]=[CH:16][NH:17][C:4]2=[O:5]. The catalyst class is: 8. (2) Reactant: [F:1][C:2]1[CH:7]=[CH:6][C:5]([C:8]#[C:9][C:10]2[CH:15]=[CH:14][N:13]=[C:12]([S:16][CH3:17])[N:11]=2)=[CH:4][CH:3]=1.OC1O[N:21]=[N+:22]2[C:27]=1[CH:26]=[CH:25][O:24][CH2:23]2. Product: [F:1][C:2]1[CH:7]=[CH:6][C:5]([C:8]2[C:9]([C:10]3[CH:15]=[CH:14][N:13]=[C:12]([S:16][CH3:17])[N:11]=3)=[C:27]3[N:22]([CH2:23][O:24][CH2:25][CH2:26]3)[N:21]=2)=[CH:4][CH:3]=1. The catalyst class is: 728.